Dataset: Full USPTO retrosynthesis dataset with 1.9M reactions from patents (1976-2016). Task: Predict the reactants needed to synthesize the given product. Given the product [Cl:25][C:19]1[CH:20]=[CH:21][C:22]([Cl:24])=[CH:23][C:18]=1[C:15]1[CH:14]=[CH:13][C:12]([CH2:11][C@H:10]([NH:9][C@@H:7]([CH3:8])[C:6]([OH:34])=[O:5])[C:26](=[O:33])[NH:27][C:28]2[NH:32][N:31]=[N:30][N:29]=2)=[CH:17][CH:16]=1, predict the reactants needed to synthesize it. The reactants are: C([O:5][C:6](=[O:34])[C@@H:7]([NH:9][C@H:10]([C:26](=[O:33])[NH:27][C:28]1[NH:32][N:31]=[N:30][N:29]=1)[CH2:11][C:12]1[CH:17]=[CH:16][C:15]([C:18]2[CH:23]=[C:22]([Cl:24])[CH:21]=[CH:20][C:19]=2[Cl:25])=[CH:14][CH:13]=1)[CH3:8])(C)(C)C.C(O)(C(F)(F)F)=O.C([SiH](CC)CC)C.